This data is from Catalyst prediction with 721,799 reactions and 888 catalyst types from USPTO. The task is: Predict which catalyst facilitates the given reaction. (1) Reactant: [N+](C1C=CC(C([O:10][CH:11]2[CH2:16][CH2:15][C:14]([N:18]3[CH2:22][CH2:21][CH:20]([CH2:23][C:24]4[CH:29]=[CH:28][C:27]([Cl:30])=[CH:26][C:25]=4[Cl:31])[C:19]3=[O:32])([CH3:17])[CH2:13][CH2:12]2)=O)=CC=1)([O-])=O.C([O-])([O-])=O.[K+].[K+]. Product: [Cl:31][C:25]1[CH:26]=[C:27]([Cl:30])[CH:28]=[CH:29][C:24]=1[CH2:23][CH:20]1[CH2:21][CH2:22][N:18]([C:14]2([CH3:17])[CH2:15][CH2:16][CH:11]([OH:10])[CH2:12][CH2:13]2)[C:19]1=[O:32]. The catalyst class is: 5. (2) Reactant: [NH:1]1[C:9]2[C:4](=[CH:5][CH:6]=[C:7]([S:10]([CH2:13][CH2:14][C:15]([O:17][CH3:18])=[O:16])(=[O:12])=[O:11])[CH:8]=2)[CH:3]=[CH:2]1.[CH3:19][C:20]([O:23][C:24](O[C:24]([O:23][C:20]([CH3:22])([CH3:21])[CH3:19])=[O:25])=[O:25])([CH3:22])[CH3:21]. Product: [CH3:18][O:17][C:15](=[O:16])[CH2:14][CH2:13][S:10]([C:7]1[CH:8]=[C:9]2[C:4]([CH:3]=[CH:2][N:1]2[C:24]([O:23][C:20]([CH3:22])([CH3:21])[CH3:19])=[O:25])=[CH:5][CH:6]=1)(=[O:12])=[O:11]. The catalyst class is: 616.